Dataset: Full USPTO retrosynthesis dataset with 1.9M reactions from patents (1976-2016). Task: Predict the reactants needed to synthesize the given product. (1) Given the product [F:1][C:2]1[CH:31]=[CH:30][CH:29]=[C:28]([F:32])[C:3]=1[C:4]([N:6]1[C:7](=[O:8])[N:9]([C:10]2[CH:15]=[CH:14][C:13]([S:16][C:17]([F:25])([F:26])[C:18]([F:24])([F:23])[C:19]([F:21])([F:20])[F:22])=[CH:12][C:11]=2[F:27])[CH2:39][O:38][CH2:36]1)=[O:5], predict the reactants needed to synthesize it. The reactants are: [F:1][C:2]1[CH:31]=[CH:30][CH:29]=[C:28]([F:32])[C:3]=1[C:4]([NH:6][C:7]([NH:9][C:10]1[CH:15]=[CH:14][C:13]([S:16][C:17]([F:26])([F:25])[C:18]([F:24])([F:23])[C:19]([F:22])([F:21])[F:20])=[CH:12][C:11]=1[F:27])=[O:8])=[O:5].[H-].[Na+].Cl[CH:36]([O:38][CH:39](Cl)Cl)Cl.[Cl-].[NH4+]. (2) Given the product [Cl:1][C:2]1[C:11]2[C:6](=[CH:7][CH:8]=[C:9]([CH2:12][OH:17])[CH:10]=2)[N:5]=[CH:4][CH:3]=1, predict the reactants needed to synthesize it. The reactants are: [Cl:1][C:2]1[C:11]2[C:6](=[CH:7][CH:8]=[C:9]([CH:12]=C)[CH:10]=2)[N:5]=[CH:4][CH:3]=1.[BH4-].[Na+].C[OH:17]. (3) Given the product [CH3:23][O:24][C:25]1[CH:26]=[C:27]([CH2:31][CH2:32][NH:33][C:20]([C:11]2[CH:10]=[C:9]([C:4]3[CH:5]=[CH:6][CH:7]=[CH:8][C:3]=3[O:2][CH3:1])[CH:14]=[C:13]([N:15]3[CH:19]=[N:18][N:17]=[N:16]3)[CH:12]=2)=[O:22])[CH:28]=[CH:29][CH:30]=1, predict the reactants needed to synthesize it. The reactants are: [CH3:1][O:2][C:3]1[CH:8]=[CH:7][CH:6]=[CH:5][C:4]=1[C:9]1[CH:14]=[C:13]([N:15]2[CH:19]=[N:18][N:17]=[N:16]2)[CH:12]=[C:11]([C:20]([OH:22])=O)[CH:10]=1.[CH3:23][O:24][C:25]1[CH:26]=[C:27]([CH2:31][CH2:32][NH2:33])[CH:28]=[CH:29][CH:30]=1.CCN=C=NCCCN(C)C.C1C=CC2N(O)N=NC=2C=1. (4) Given the product [OH:35][C:7]1[C:8]([CH3:33])=[C:9]([CH3:32])[CH:10]=[C:11]2[C:19]=1[N:18]=[C:17]1[N:12]2[C:13]([C:28]([CH3:31])([CH3:30])[CH3:29])=[CH:14][C:15]2[N:23]=[C:22]([C:24]([CH3:27])([CH3:26])[CH3:25])[CH:21]=[CH:20][C:16]=21, predict the reactants needed to synthesize it. The reactants are: C([Li])CCC.Br[C:7]1[C:8]([CH3:33])=[C:9]([CH3:32])[CH:10]=[C:11]2[C:19]=1[N:18]=[C:17]1[N:12]2[C:13]([C:28]([CH3:31])([CH3:30])[CH3:29])=[CH:14][C:15]2[N:23]=[C:22]([C:24]([CH3:27])([CH3:26])[CH3:25])[CH:21]=[CH:20][C:16]=21.B(OC)(OC)[O:35]C.